From a dataset of Full USPTO retrosynthesis dataset with 1.9M reactions from patents (1976-2016). Predict the reactants needed to synthesize the given product. (1) Given the product [ClH:1].[F:21][C:20]1[C:15]([C:12]2[CH2:13][CH2:14][NH:9][CH2:10][CH:11]=2)=[N:16][CH:17]=[CH:18][CH:19]=1, predict the reactants needed to synthesize it. The reactants are: [ClH:1].C(OC([N:9]1[CH2:14][CH:13]=[C:12]([C:15]2[C:20]([F:21])=[CH:19][CH:18]=[CH:17][N:16]=2)[CH2:11][CH2:10]1)=O)(C)(C)C. (2) Given the product [C:1]([C:5]1[S:9][C:8]([C:10]2[CH:15]=[CH:14][CH:13]=[CH:12][C:11]=2[NH2:16])=[N:7][CH:6]=1)([CH3:4])([CH3:2])[CH3:3], predict the reactants needed to synthesize it. The reactants are: [C:1]([C:5]1[S:9][C:8]([C:10]2[CH:15]=[CH:14][CH:13]=[CH:12][C:11]=2[N+:16]([O-])=O)=[N:7][CH:6]=1)([CH3:4])([CH3:3])[CH3:2].[NH4+].[Cl-]. (3) Given the product [CH2:22]([C@H:10]1[CH2:9][NH:8][CH2:12][C@@H:11]1[CH2:13][N:14]([C:15]1[CH:20]=[CH:19][C:18]([Cl:21])=[CH:17][CH:16]=1)[CH2:30][C:31]1[CH:32]=[C:33]2[C:38](=[CH:39][CH:40]=1)[N:37]=[C:36]([C:41]([F:44])([F:42])[F:43])[CH:35]=[C:34]2[O:45][CH2:46][CH2:47][CH3:48])[C:23]1[CH:24]=[CH:25][CH:26]=[CH:27][CH:28]=1, predict the reactants needed to synthesize it. The reactants are: C(OC([N:8]1[CH2:12][C@H:11]([CH2:13][NH:14][C:15]2[CH:20]=[CH:19][C:18]([Cl:21])=[CH:17][CH:16]=2)[C@@H:10]([CH2:22][C:23]2[CH:28]=[CH:27][CH:26]=[CH:25][CH:24]=2)[CH2:9]1)=O)(C)(C)C.Br[CH2:30][C:31]1[CH:32]=[C:33]2[C:38](=[CH:39][CH:40]=1)[N:37]=[C:36]([C:41]([F:44])([F:43])[F:42])[CH:35]=[C:34]2[O:45][CH2:46][CH2:47][CH3:48].CC#N.O.CC#N. (4) Given the product [NH2:9][C:6]1[CH:7]=[CH:8][C:3]([O:2][CH3:1])=[C:4]([NH:12][C:13]2[N:18]=[C:17]3[N:19]([CH3:30])[C:20](=[O:29])[N:21]([C:23]4[CH:28]=[CH:27][CH:26]=[CH:25][CH:24]=4)[CH2:22][C:16]3=[CH:15][N:14]=2)[CH:5]=1, predict the reactants needed to synthesize it. The reactants are: [CH3:1][O:2][C:3]1[CH:8]=[CH:7][C:6]([N+:9]([O-])=O)=[CH:5][C:4]=1[NH:12][C:13]1[N:18]=[C:17]2[N:19]([CH3:30])[C:20](=[O:29])[N:21]([C:23]3[CH:28]=[CH:27][CH:26]=[CH:25][CH:24]=3)[CH2:22][C:16]2=[CH:15][N:14]=1. (5) Given the product [NH2:10][C:9]1[N:5]([CH2:4][C:3]2[CH:19]=[CH:20][C:21]([Cl:23])=[CH:22][C:2]=2[Cl:1])[N:6]=[N:7][C:8]=1[C:11]1[CH:16]=[CH:15][C:14]([OH:17])=[CH:13][CH:12]=1, predict the reactants needed to synthesize it. The reactants are: [Cl:1][C:2]1[CH:22]=[C:21]([Cl:23])[CH:20]=[CH:19][C:3]=1[CH2:4][N:5]1[C:9]([NH2:10])=[C:8]([C:11]2[CH:16]=[CH:15][C:14]([O:17]C)=[CH:13][CH:12]=2)[N:7]=[N:6]1.B(Br)(Br)Br.CO.O. (6) Given the product [CH2:1]([C@@:4]1([CH3:37])[CH2:9][C@H:8]([C:10]2[CH:15]=[CH:14][CH:13]=[C:12]([Cl:16])[CH:11]=2)[C@@H:7]([C:17]2[CH:22]=[CH:21][C:20]([Cl:23])=[CH:19][CH:18]=2)[N:6]([C@@H:24]([CH2:34][CH3:35])[C:25]([N:27]([S:28]([CH:31]2[CH2:33][CH2:32]2)(=[O:30])=[O:29])[CH3:38])=[O:26])[C:5]1=[O:36])[CH:2]=[CH2:3], predict the reactants needed to synthesize it. The reactants are: [CH2:1]([C@@:4]1([CH3:37])[CH2:9][C@H:8]([C:10]2[CH:15]=[CH:14][CH:13]=[C:12]([Cl:16])[CH:11]=2)[C@@H:7]([C:17]2[CH:22]=[CH:21][C:20]([Cl:23])=[CH:19][CH:18]=2)[N:6]([C@@H:24]([CH2:34][CH3:35])[C:25]([NH:27][S:28]([CH:31]2[CH2:33][CH2:32]2)(=[O:30])=[O:29])=[O:26])[C:5]1=[O:36])[CH:2]=[CH2:3].[C:38](=O)([O-])[O-].[K+].[K+].IC. (7) Given the product [C:1]([NH:4][C:5]1[CH:15]=[CH:14][C:13]([O:16][CH2:24][CH3:25])=[CH:12][C:6]=1[C:7]([O:9][CH2:10][CH3:11])=[O:8])(=[O:3])[CH3:2], predict the reactants needed to synthesize it. The reactants are: [C:1]([NH:4][C:5]1[CH:15]=[CH:14][C:13]([OH:16])=[CH:12][C:6]=1[C:7]([O:9][CH2:10][CH3:11])=[O:8])(=[O:3])[CH3:2].C(=O)([O-])[O-].[K+].[K+].I[CH2:24][CH3:25].